This data is from Full USPTO retrosynthesis dataset with 1.9M reactions from patents (1976-2016). The task is: Predict the reactants needed to synthesize the given product. (1) Given the product [I:8][C:5]1[CH:6]=[CH:7][C:2]([N:12]2[CH:13]=[C:14]([C:16]([O:18][CH2:19][CH3:20])=[O:17])[N:15]=[C:11]2[S:10][CH3:9])=[CH:3][CH:4]=1, predict the reactants needed to synthesize it. The reactants are: I[C:2]1[CH:7]=[CH:6][C:5]([I:8])=[CH:4][CH:3]=1.[CH3:9][S:10][C:11]1[NH:12][CH:13]=[C:14]([C:16]([O:18][CH2:19][CH3:20])=[O:17])[N:15]=1.OC1C=CC=C2C=1N=CC=C2.C([O-])([O-])=O.[K+].[K+]. (2) Given the product [CH:10]1([CH2:13][O:14][C:15]2[CH:16]=[C:17](/[C:18](/[O:19][C:18](=[O:19])[C:17]3[CH:21]=[CH:22][C:23]([O:24][CH3:25])=[C:15]([O:14][CH2:13][CH:10]4[CH2:12][CH2:11]4)[CH:16]=3)=[CH:8]/[C:7]3[C:6]([Cl:9])=[CH:5][N:4]=[CH:3][C:2]=3[Cl:1])[CH:21]=[CH:22][C:23]=2[O:24][CH3:25])[CH2:12][CH2:11]1, predict the reactants needed to synthesize it. The reactants are: [Cl:1][C:2]1[CH:3]=[N:4][CH:5]=[C:6]([Cl:9])[C:7]=1[CH3:8].[CH:10]1([CH2:13][O:14][C:15]2[CH:16]=[C:17]([CH:21]=[CH:22][C:23]=2[O:24][CH3:25])[C:18](Cl)=[O:19])[CH2:12][CH2:11]1. (3) Given the product [CH2:7]([C:9]1[NH:10][C:11]([C:14]2[CH:19]=[CH:18][CH:17]=[CH:16][CH:15]=2)=[CH:12][CH:13]=1)[C:1]1[CH:2]=[CH:3][CH:4]=[CH:5][CH:6]=1, predict the reactants needed to synthesize it. The reactants are: [C:1]1([C:7]([C:9]2[NH:10][C:11]([C:14]3[CH:19]=[CH:18][CH:17]=[CH:16][CH:15]=3)=[CH:12][CH:13]=2)=O)[CH:6]=[CH:5][CH:4]=[CH:3][CH:2]=1.[BH4-].[Na+].O. (4) Given the product [OH:10][C:9]1[N:4]([CH2:3][CH:2]([CH3:17])[CH3:1])[C:5](=[O:16])[N:6]([CH2:12][CH:13]([CH3:15])[CH3:14])[C:7](=[O:11])[C:8]=1[C:28]([NH:27][CH2:30][C:31]([OH:33])=[O:32])=[O:29], predict the reactants needed to synthesize it. The reactants are: [CH3:1][CH:2]([CH3:17])[CH2:3][N:4]1[C:9](=[O:10])[CH2:8][C:7](=[O:11])[N:6]([CH2:12][CH:13]([CH3:15])[CH3:14])[C:5]1=[O:16].C(N(C(C)C)CC)(C)C.[N:27]([CH2:30][C:31]([O:33]CC)=[O:32])=[C:28]=[O:29]. (5) Given the product [NH2:7][CH:8]1[CH2:13][CH2:12][N:11]([C:14]2[CH:15]=[N:16][C:17]([O:23][C:24]3[CH:29]=[CH:28][C:27]([O:30][C:31]4[CH:36]=[CH:35][CH:34]=[CH:33][CH:32]=4)=[CH:26][CH:25]=3)=[C:18]([C:20]([NH2:21])=[O:22])[CH:19]=2)[CH2:10][CH2:9]1, predict the reactants needed to synthesize it. The reactants are: C(OC(=O)[NH:7][CH:8]1[CH2:13][CH2:12][N:11]([C:14]2[CH:15]=[N:16][C:17]([O:23][C:24]3[CH:29]=[CH:28][C:27]([O:30][C:31]4[CH:36]=[CH:35][CH:34]=[CH:33][CH:32]=4)=[CH:26][CH:25]=3)=[C:18]([C:20](=[O:22])[NH2:21])[CH:19]=2)[CH2:10][CH2:9]1)(C)(C)C.Cl. (6) Given the product [CH3:11][N:12]([CH:14]=[C:4]1[C:5](=[O:8])[CH2:6][CH2:7][N:2]([CH3:1])[CH2:3]1)[CH3:13], predict the reactants needed to synthesize it. The reactants are: [CH3:1][N:2]1[CH2:7][CH2:6][C:5](=[O:8])[CH2:4][CH2:3]1.CO[CH:11](OC)[N:12]([CH3:14])[CH3:13]. (7) Given the product [ClH:20].[NH2:8][CH2:9][C:10]1[CH:11]=[CH:12][C:13]([Cl:20])=[C:14]([CH:19]=1)[C:15]([O:17][CH3:18])=[O:16], predict the reactants needed to synthesize it. The reactants are: C(OC([NH:8][CH2:9][C:10]1[CH:11]=[CH:12][C:13]([Cl:20])=[C:14]([CH:19]=1)[C:15]([O:17][CH3:18])=[O:16])=O)(C)(C)C.Cl. (8) Given the product [OH:2][C:3]1[CH:4]=[C:5]2[C:10](=[CH:11][CH:12]=1)[N:9]=[CH:8][C:7]([C:13]([OH:15])=[O:14])=[CH:6]2, predict the reactants needed to synthesize it. The reactants are: C[O:2][C:3]1[CH:4]=[C:5]2[C:10](=[CH:11][CH:12]=1)[N:9]=[CH:8][C:7]([C:13]([OH:15])=[O:14])=[CH:6]2.B(Br)(Br)Br. (9) Given the product [N+:10]([C:7]1[CH:6]=[C:5]2[C:4](=[CH:9][CH:8]=1)[CH2:3][N:2]([CH3:1])[CH2:13][CH:14]2[O:15][CH3:16])([O-:12])=[O:11], predict the reactants needed to synthesize it. The reactants are: [CH3:1][N:2]([CH2:13][CH:14](OC)[O:15][CH3:16])[CH2:3][C:4]1[CH:9]=[CH:8][C:7]([N+:10]([O-:12])=[O:11])=[CH:6][CH:5]=1.FC(F)(F)S(O)(=O)=O.[OH-].[Na+]. (10) Given the product [Br:1][C:2]1[C:3]([CH2:4][O:5][CH:6]2[CH:11]([C:12]3[CH:17]=[CH:16][C:15]([O:18][CH2:19][CH2:20][CH2:21][O:22][CH2:23][C:24]4[CH:29]=[CH:28][CH:27]=[CH:26][C:25]=4[O:30][CH3:31])=[CH:14][CH:13]=3)[CH2:10][CH2:9][N:8]([C:32]([O:34][CH2:35][C:36]3[CH:41]=[CH:40][CH:39]=[CH:38][CH:37]=3)=[O:33])[CH2:7]2)=[CH:42][CH:43]=[C:44]2[C:45]=1[NH:46][CH:49]=[C:50]2[CH3:51], predict the reactants needed to synthesize it. The reactants are: [Br:1][C:2]1[C:45]([N+:46]([O-])=O)=[CH:44][CH:43]=[CH:42][C:3]=1[CH2:4][O:5][CH:6]1[CH:11]([C:12]2[CH:17]=[CH:16][C:15]([O:18][CH2:19][CH2:20][CH2:21][O:22][CH2:23][C:24]3[CH:29]=[CH:28][CH:27]=[CH:26][C:25]=3[O:30][CH3:31])=[CH:14][CH:13]=2)[CH2:10][CH2:9][N:8]([C:32]([O:34][CH2:35][C:36]2[CH:41]=[CH:40][CH:39]=[CH:38][CH:37]=2)=[O:33])[CH2:7]1.[CH:49]([Mg]Br)=[CH:50][CH3:51].[Cl-].[NH4+].